This data is from Full USPTO retrosynthesis dataset with 1.9M reactions from patents (1976-2016). The task is: Predict the reactants needed to synthesize the given product. (1) Given the product [CH3:25][N:22]([CH3:21])[CH2:17][C:7]1([C:1]2[CH:6]=[CH:5][CH:4]=[CH:3][CH:2]=2)[CH2:16][CH2:15][C:10]2([O:14][CH2:13][CH2:12][O:11]2)[CH2:9][CH2:8]1, predict the reactants needed to synthesize it. The reactants are: [C:1]1([C:7]2([CH2:17]N)[CH2:16][CH2:15][C:10]3([O:14][CH2:13][CH2:12][O:11]3)[CH2:9][CH2:8]2)[CH:6]=[CH:5][CH:4]=[CH:3][CH:2]=1.C=O.[C:21](B)#[N:22].[Na].[C:25](O)(=O)C. (2) The reactants are: Cl[C:2]1[CH:7]=[CH:6][C:5]([S:8]([N:11]2[C:17](=[O:18])[CH:16]([CH2:19][C:20]3[CH:25]=[C:24]([Cl:26])[CH:23]=[CH:22][C:21]=3[O:27][CH3:28])[CH2:15][NH:14][C:13](=[O:29])[CH2:12]2)(=[O:10])=[O:9])=[CH:4][C:3]=1[NH:30][C:31](=[O:33])[CH3:32].Cl.N[C:36]1C=C(S(N2C(=O)C(CC3C=C(Cl)C=CC=3OC)CNC(=O)C2)(=O)=O)C=CC=1C. Given the product [Cl:26][C:24]1[CH:23]=[CH:22][C:21]([O:27][CH3:28])=[C:20]([CH:25]=1)[CH2:19][CH:16]1[C:17](=[O:18])[N:11]([S:8]([C:5]2[CH:6]=[CH:7][C:2]([CH3:36])=[C:3]([NH:30][C:31](=[O:33])[CH3:32])[CH:4]=2)(=[O:10])=[O:9])[CH2:12][C:13](=[O:29])[NH:14][CH2:15]1, predict the reactants needed to synthesize it. (3) Given the product [CH3:39][S:40]([O:1][CH2:2][C:3]1[CH:4]=[CH:5][C:6]([CH2:7][NH:8][C:9](=[O:24])[CH2:10][CH2:11][C:12]2[CH:17]=[CH:16][C:15]([O:18][CH2:19][C:20]#[CH:21])=[C:14]([O:22][CH3:23])[CH:13]=2)=[CH:25][CH:26]=1)(=[O:42])=[O:41], predict the reactants needed to synthesize it. The reactants are: [OH:1][CH2:2][C:3]1[CH:26]=[CH:25][C:6]([CH2:7][NH:8][C:9](=[O:24])[CH2:10][CH2:11][C:12]2[CH:17]=[CH:16][C:15]([O:18][CH2:19][C:20]#[CH:21])=[C:14]([O:22][CH3:23])[CH:13]=2)=[CH:5][CH:4]=1.C(N(CC)CC)C.O1CCCC1.[CH3:39][S:40](Cl)(=[O:42])=[O:41].